Dataset: Full USPTO retrosynthesis dataset with 1.9M reactions from patents (1976-2016). Task: Predict the reactants needed to synthesize the given product. (1) Given the product [CH2:2]([O:9][C:10]1[CH:15]=[CH:14][C:13]([NH2:16])=[C:12]([CH3:19])[CH:11]=1)[C:3]1[CH:4]=[CH:5][CH:6]=[CH:7][CH:8]=1, predict the reactants needed to synthesize it. The reactants are: Cl.[CH2:2]([O:9][C:10]1[CH:15]=[CH:14][C:13]([N+:16]([O-])=O)=[C:12]([CH3:19])[CH:11]=1)[C:3]1[CH:8]=[CH:7][CH:6]=[CH:5][CH:4]=1.C(=O)([O-])[O-].[K+].[K+]. (2) Given the product [F:7][C:8]1[C:12]([CH3:13])=[C:3]([C:1]#[N:2])[C:4](=[O:5])[NH:6][C:9]=1[CH3:10], predict the reactants needed to synthesize it. The reactants are: [C:1]([CH2:3][C:4]([NH2:6])=[O:5])#[N:2].[F:7][CH:8]([C:12](=O)[CH3:13])[C:9](=O)[CH3:10].N1CCCCC1.